This data is from Peptide-MHC class II binding affinity with 134,281 pairs from IEDB. The task is: Regression. Given a peptide amino acid sequence and an MHC pseudo amino acid sequence, predict their binding affinity value. This is MHC class II binding data. (1) The peptide sequence is TPEAKFDSFVASLTE. The MHC is HLA-DQA10401-DQB10402 with pseudo-sequence HLA-DQA10401-DQB10402. The binding affinity (normalized) is 0.644. (2) The peptide sequence is LASVAMCRTPFSLAEHHHHHH. The binding affinity (normalized) is 0.872. The MHC is DRB1_0404 with pseudo-sequence DRB1_0404. (3) The peptide sequence is EEPDDIDCWCYGVEN. The MHC is DRB3_0101 with pseudo-sequence DRB3_0101. The binding affinity (normalized) is 0.175. (4) The peptide sequence is IINTHSFYDLPPFTQHLL. The MHC is DRB1_0101 with pseudo-sequence DRB1_0101. The binding affinity (normalized) is 0.108. (5) The peptide sequence is GVLKNEFMSLAFDYW. The MHC is HLA-DPA10301-DPB10402 with pseudo-sequence HLA-DPA10301-DPB10402. The binding affinity (normalized) is 0.826.